From a dataset of Reaction yield outcomes from USPTO patents with 853,638 reactions. Predict the reaction yield, written as a fraction of the theoretical maximum amount of product (1.0 means a 100% yield; for example, 0.34 means a 34% yield). (1) The reactants are [CH2:1]([NH:9][C:10]([C:12]1[CH:13]=[C:14]([C:18]2[CH:23]=[CH:22][C:21]([CH:24]=[C:25]3[S:29][C:28](=[O:30])[NH:27][C:26]3=[O:31])=[CH:20][CH:19]=2)[CH:15]=[CH:16][CH:17]=1)=[O:11])[CH2:2][CH2:3][CH2:4][CH2:5][CH2:6][CH2:7][CH3:8]. The catalyst is [Pd].CN(C)C=O. The product is [CH2:1]([NH:9][C:10]([C:12]1[CH:13]=[C:14]([C:18]2[CH:19]=[CH:20][C:21]([CH2:24][CH:25]3[S:29][C:28](=[O:30])[NH:27][C:26]3=[O:31])=[CH:22][CH:23]=2)[CH:15]=[CH:16][CH:17]=1)=[O:11])[CH2:2][CH2:3][CH2:4][CH2:5][CH2:6][CH2:7][CH3:8]. The yield is 0.650. (2) The reactants are [Br:1][C:2]1[CH:10]=[CH:9][CH:8]=[C:7]2[C:3]=1[C:4]1([C:21]3[CH:22]=[C:23]([F:27])[C:24]([F:26])=[CH:25][C:20]=3[O:19][CH2:18]1)[C:5](=[O:17])[N:6]2[CH2:11][C:12]([O:14]CC)=[O:13].O=C1C2(C3=CC4OCOC=4C=C3OC2)C2C(=CC=CC=2)N1CC(OCC)=O. No catalyst specified. The product is [Br:1][C:2]1[CH:10]=[CH:9][CH:8]=[C:7]2[C:3]=1[C:4]1([C:21]3[CH:22]=[C:23]([F:27])[C:24]([F:26])=[CH:25][C:20]=3[O:19][CH2:18]1)[C:5](=[O:17])[N:6]2[CH2:11][C:12]([OH:14])=[O:13]. The yield is 1.00. (3) The reactants are [Br:1][C:2]1[CH:3]=[C:4](B(O)O)[C:5]([F:8])=[N:6][CH:7]=1.I[C:13]1[CH:18]=[CH:17][CH:16]=[CH:15][CH:14]=1.C([O-])([O-])=O.[Na+].[Na+].C(OCC)(=O)C. The catalyst is O1CCOCC1.C1C=CC([P]([Pd]([P](C2C=CC=CC=2)(C2C=CC=CC=2)C2C=CC=CC=2)([P](C2C=CC=CC=2)(C2C=CC=CC=2)C2C=CC=CC=2)[P](C2C=CC=CC=2)(C2C=CC=CC=2)C2C=CC=CC=2)(C2C=CC=CC=2)C2C=CC=CC=2)=CC=1. The product is [Br:1][C:2]1[CH:3]=[C:4]([C:13]2[CH:18]=[CH:17][CH:16]=[CH:15][CH:14]=2)[C:5]([F:8])=[N:6][CH:7]=1. The yield is 0.498. (4) The catalyst is O.CO. The product is [OH:22][CH2:21][CH2:20][CH2:19][CH2:18][CH2:17][CH2:16][O:3][C:4]1[CH:5]=[CH:6][C:7]([CH:8]=[CH:9][C:10]([OH:12])=[O:11])=[CH:13][CH:14]=1. The yield is 0.600. The reactants are [OH-].[Na+].[OH:3][C:4]1[CH:14]=[CH:13][C:7]([CH:8]=[CH:9][C:10]([OH:12])=[O:11])=[CH:6][CH:5]=1.Br[CH2:16][CH2:17][CH2:18][CH2:19][CH2:20][CH2:21][OH:22].Cl. (5) The reactants are [Br:1][C:2]1[C:11]([Br:12])=[C:10]([I:13])[C:9]2[N:14]=[C:15](Cl)[N:7]3[C:8]=2[C:3]=1[CH2:4][CH2:5][CH2:6]3.[C:17]([NH:24][CH2:25][CH2:26][NH2:27])([O:19][C:20]([CH3:23])([CH3:22])[CH3:21])=[O:18]. The catalyst is C(O)C. The product is [Br:1][C:2]1[C:11]([Br:12])=[C:10]([I:13])[C:9]2[N:14]=[C:15]([NH:27][CH2:26][CH2:25][NH:24][C:17](=[O:18])[O:19][C:20]([CH3:22])([CH3:21])[CH3:23])[N:7]3[C:8]=2[C:3]=1[CH2:4][CH2:5][CH2:6]3. The yield is 0.470. (6) The reactants are [CH3:1][C:2]1[N:21](S(C2C=CC=CC=2)(=O)=O)[C:5]2=[N:6][CH:7]=[CH:8][C:9]([C:10]3[CH:15]=[CH:14][C:13]([NH:16][S:17]([CH3:20])(=[O:19])=[O:18])=[CH:12][CH:11]=3)=[C:4]2[CH:3]=1.[OH-].[Na+]. The catalyst is O1CCOCC1.O.CO. The product is [CH3:1][C:2]1[NH:21][C:5]2=[N:6][CH:7]=[CH:8][C:9]([C:10]3[CH:11]=[CH:12][C:13]([NH:16][S:17]([CH3:20])(=[O:18])=[O:19])=[CH:14][CH:15]=3)=[C:4]2[CH:3]=1. The yield is 0.720. (7) The reactants are [C:1]([C:4]1[CH:9]=[CH:8][C:7]([S:10]([NH2:13])(=[O:12])=[O:11])=[C:6]([F:14])[CH:5]=1)(=[O:3])[CH3:2].[Br:15]Br. The catalyst is C(O)(=O)C. The product is [Br:15][CH2:2][C:1]([C:4]1[CH:9]=[CH:8][C:7]([S:10]([NH2:13])(=[O:12])=[O:11])=[C:6]([F:14])[CH:5]=1)=[O:3]. The yield is 0.600. (8) The reactants are [NH:1]1[C:9]2[C:4](=[CH:5][CH:6]=[CH:7][CH:8]=2)[C:3](/[CH:10]=[C:11]2\[O:12][C:13]3[CH:20]=[C:19]([OH:21])[CH:18]=[CH:17][C:14]=3[C:15]\2=[O:16])=[CH:2]1.[CH3:22][N:23]([CH3:29])[CH2:24][CH2:25][CH2:26][NH:27][CH3:28].[CH2:30]=O. The catalyst is C(O)C. The product is [NH:1]1[C:9]2[C:4](=[CH:5][CH:6]=[CH:7][CH:8]=2)[C:3](/[CH:10]=[C:11]2\[O:12][C:13]3[C:20]([CH2:22][N:23]([CH2:24][CH2:25][CH2:26][N:27]([CH3:30])[CH3:28])[CH3:29])=[C:19]([OH:21])[CH:18]=[CH:17][C:14]=3[C:15]\2=[O:16])=[CH:2]1. The yield is 0.540. (9) The yield is 0.560. The catalyst is C(Cl)Cl. The reactants are [CH2:1]([O:4][NH:5][CH:6]1[CH2:11][N:10](C(OC(C)(C)C)=O)[C@H:9]([C:19](=[O:21])[NH2:20])[CH:8]=[C:7]1[CH2:22][C:23]([NH2:25])=[O:24])[CH:2]=[CH2:3].Cl.C([O-])([O-])=O.[K+].[K+]. The product is [CH2:1]([O:4][NH:5][CH:6]1[CH2:11][NH:10][C@@H:9]([C:19]([NH2:20])=[O:21])[CH:8]=[C:7]1[CH2:22][C:23]([NH2:25])=[O:24])[CH:2]=[CH2:3]. (10) The reactants are C([S@@]([NH:7][C@H:8]([C:29]1[CH:34]=[CH:33][CH:32]=[CH:31][C:30]=1[Cl:35])[C:9]1[S:13][C:12]([NH:14][C:15]([C:17]2([C:20]3[CH:28]=[CH:27][C:23]4[O:24][CH2:25][O:26][C:22]=4[CH:21]=3)[CH2:19][CH2:18]2)=[O:16])=[N:11][CH:10]=1)=O)(C)(C)C.Cl.O1CCOCC1. The catalyst is CO. The product is [NH2:7][C@@H:8]([C:29]1[CH:34]=[CH:33][CH:32]=[CH:31][C:30]=1[Cl:35])[C:9]1[S:13][C:12]([NH:14][C:15]([C:17]2([C:20]3[CH:28]=[CH:27][C:23]4[O:24][CH2:25][O:26][C:22]=4[CH:21]=3)[CH2:19][CH2:18]2)=[O:16])=[N:11][CH:10]=1. The yield is 0.720.